From a dataset of Peptide-MHC class II binding affinity with 134,281 pairs from IEDB. Regression. Given a peptide amino acid sequence and an MHC pseudo amino acid sequence, predict their binding affinity value. This is MHC class II binding data. (1) The peptide sequence is GLVHVANNNYDPWTI. The MHC is DRB1_1101 with pseudo-sequence DRB1_1101. The binding affinity (normalized) is 0.256. (2) The peptide sequence is KVFLTQMNARGVKVK. The MHC is DRB1_0802 with pseudo-sequence DRB1_0802. The binding affinity (normalized) is 0.676. (3) The MHC is DRB1_1101 with pseudo-sequence DRB1_1101. The binding affinity (normalized) is 0. The peptide sequence is DDEVLIEVNPPFGDS. (4) The peptide sequence is PVGFFTALAVLIECH. The MHC is HLA-DQA10301-DQB10302 with pseudo-sequence HLA-DQA10301-DQB10302. The binding affinity (normalized) is 0.285.